From a dataset of Reaction yield outcomes from USPTO patents with 853,638 reactions. Predict the reaction yield, written as a fraction of the theoretical maximum amount of product (1.0 means a 100% yield; for example, 0.34 means a 34% yield). (1) The reactants are [OH:1][C:2]1([C:14]2[S:15][C:16]([C:19]3[CH:24]=[C:23]([CH3:25])[CH:22]=[C:21]([NH:26][C:27]4[CH:32]=[C:31]([C:33]([F:36])([F:35])[F:34])[CH:30]=[CH:29][N:28]=4)[N:20]=3)=[CH:17][N:18]=2)[CH2:11][CH2:10][CH2:9][C:8]2[CH:7]=[C:6]([C:12]#[N:13])[CH:5]=[CH:4][C:3]1=2.[N-:37]=[N+:38]=[N-:39].[Na+]. The catalyst is [Br-].[Zn+2].[Br-].CN(C=O)C. The product is [CH3:25][C:23]1[CH:22]=[C:21]([NH:26][C:27]2[CH:32]=[C:31]([C:33]([F:35])([F:34])[F:36])[CH:30]=[CH:29][N:28]=2)[N:20]=[C:19]([C:16]2[S:15][C:14]([C:2]3([OH:1])[C:3]4[C:8](=[CH:7][C:6]([C:12]5[N:37]=[N:38][NH:39][N:13]=5)=[CH:5][CH:4]=4)[CH2:9][CH2:10][CH2:11]3)=[N:18][CH:17]=2)[CH:24]=1. The yield is 0.130. (2) The reactants are [CH3:1]C(C)([O-])C.[K+].[I:7][C:8]1[CH:13]=[CH:12][CH:11]=[CH:10][C:9]=1[CH2:14][CH2:15][CH2:16][C:17](=O)[CH3:18].O. The catalyst is CCOCC.[Br-].C[P+](C1C=CC=CC=1)(C1C=CC=CC=1)C1C=CC=CC=1. The product is [I:7][C:8]1[CH:13]=[CH:12][CH:11]=[CH:10][C:9]=1[CH2:14][CH2:15][CH2:16][C:17]([CH3:18])=[CH2:1]. The yield is 0.900. (3) The reactants are C([O:4][C:5]1[C:10]([F:11])=[CH:9][CH:8]=[C:7]([C:12]#[N:13])[N:6]=1)(=O)C.C(=O)([O-])[O-].[K+].[K+]. The catalyst is CO. The product is [F:11][C:10]1[C:5](=[O:4])[NH:6][C:7]([C:12]#[N:13])=[CH:8][CH:9]=1. The yield is 0.920. (4) The reactants are [CH3:1][O:2][C:3]([CH:5]1[CH2:9][CH:8]([CH2:10][O:11][CH:12]([F:14])[F:13])[CH2:7][N:6]1[C:15]([O:17][C:18]([CH3:21])([CH3:20])[CH3:19])=[O:16])=[O:4].[Li+].[OH-].Cl.BrC[C:27]([C:29]1[CH:34]=[CH:33][C:32]([Br:35])=[CH:31][CH:30]=1)=[O:28].C(N(CC)CC)C. The catalyst is CO. The product is [C:18]([O:17][C:15]([N:6]1[CH2:7][CH:8]([CH2:10][O:11][CH:12]([F:14])[F:13])[CH2:9][CH:5]1[C:3]([O:2][CH2:1][C:27]([C:29]1[CH:34]=[CH:33][C:32]([Br:35])=[CH:31][CH:30]=1)=[O:28])=[O:4])=[O:16])([CH3:21])([CH3:20])[CH3:19]. The yield is 0.940.